The task is: Predict which catalyst facilitates the given reaction.. This data is from Catalyst prediction with 721,799 reactions and 888 catalyst types from USPTO. (1) Reactant: [F:1][C:2]([F:35])([F:34])[C:3]1[CH:4]=[C:5]([C:9]2[CH:10]=[C:11]3[C:15](=[CH:16][CH:17]=2)[CH:14]([O:18][C:19]2[CH:24]=[CH:23][C:22]([C@@H:25]([C:31]#[C:32][CH3:33])[CH2:26][C:27]([O:29]C)=[O:28])=[CH:21][CH:20]=2)[CH2:13][CH2:12]3)[CH:6]=[CH:7][CH:8]=1.[OH-].[Na+].Cl. Product: [F:1][C:2]([F:34])([F:35])[C:3]1[CH:4]=[C:5]([C:9]2[CH:10]=[C:11]3[C:15](=[CH:16][CH:17]=2)[CH:14]([O:18][C:19]2[CH:24]=[CH:23][C:22]([C@@H:25]([C:31]#[C:32][CH3:33])[CH2:26][C:27]([OH:29])=[O:28])=[CH:21][CH:20]=2)[CH2:13][CH2:12]3)[CH:6]=[CH:7][CH:8]=1. The catalyst class is: 36. (2) Reactant: [Li]CCCC.[CH3:6][CH2:7][CH2:8][CH2:9][CH2:10][CH3:11].[B:12](OC(C)C)([O:17]C(C)C)[O:13]C(C)C. Product: [C:8]1([B:12]([OH:17])[OH:13])[CH:7]=[CH:6][CH:11]=[CH:10][CH:9]=1. The catalyst class is: 6. (3) Reactant: Br[C:2]1[CH:7]=[CH:6][C:5]([C:8]2[O:12][N:11]=[C:10]([CH3:13])[C:9]=2[C:14]([F:25])([F:24])[CH2:15][CH2:16][CH2:17][C:18]2[CH:23]=[CH:22][CH:21]=[CH:20][CH:19]=2)=[CH:4][CH:3]=1.[CH2:26]([O:28][C:29]([C:31]1([C:34]2[CH:39]=[CH:38][C:37](B3OC(C)(C)C(C)(C)O3)=[CH:36][CH:35]=2)[CH2:33][CH2:32]1)=[O:30])[CH3:27]. Product: [CH2:26]([O:28][C:29]([C:31]1([C:34]2[CH:39]=[CH:38][C:37]([C:2]3[CH:7]=[CH:6][C:5]([C:8]4[O:12][N:11]=[C:10]([CH3:13])[C:9]=4[C:14]([F:25])([F:24])[CH2:15][CH2:16][CH2:17][C:18]4[CH:23]=[CH:22][CH:21]=[CH:20][CH:19]=4)=[CH:4][CH:3]=3)=[CH:36][CH:35]=2)[CH2:32][CH2:33]1)=[O:30])[CH3:27]. The catalyst class is: 235. (4) Reactant: [NH2:1][C:2]1[CH:3]=[C:4]([CH:25]=[CH:26][CH:27]=1)[O:5][C:6]1[CH:14]=[C:13]([F:15])[CH:12]=[C:11]([NH:16][C:17]2[CH:22]=[CH:21][C:20]([I:23])=[CH:19][C:18]=2[F:24])[C:7]=1[C:8]([NH2:10])=[O:9].C(N(C(C)C)C(C)C)C.[C:37](Cl)(=[O:39])[CH3:38]. Product: [C:37]([NH:1][C:2]1[CH:3]=[C:4]([CH:25]=[CH:26][CH:27]=1)[O:5][C:6]1[CH:14]=[C:13]([F:15])[CH:12]=[C:11]([NH:16][C:17]2[CH:22]=[CH:21][C:20]([I:23])=[CH:19][C:18]=2[F:24])[C:7]=1[C:8]([NH2:10])=[O:9])(=[O:39])[CH3:38]. The catalyst class is: 2. (5) Reactant: [C:1]([O:5][C:6]([N:8]1[CH2:13][CH2:12][CH:11]([C:14]([N:16]2[CH2:22][CH2:21][CH2:20][NH:19][CH2:18][CH2:17]2)=[O:15])[CH2:10][CH2:9]1)=[O:7])([CH3:4])([CH3:3])[CH3:2].[C:23]1(=O)[CH2:26][CH2:25][CH2:24]1.C(O[BH-](OC(=O)C)OC(=O)C)(=O)C.[Na+]. Product: [CH:23]1([N:19]2[CH2:20][CH2:21][CH2:22][N:16]([C:14]([CH:11]3[CH2:10][CH2:9][N:8]([C:6]([O:5][C:1]([CH3:4])([CH3:2])[CH3:3])=[O:7])[CH2:13][CH2:12]3)=[O:15])[CH2:17][CH2:18]2)[CH2:26][CH2:25][CH2:24]1. The catalyst class is: 2.